Dataset: Forward reaction prediction with 1.9M reactions from USPTO patents (1976-2016). Task: Predict the product of the given reaction. (1) Given the reactants [F:1][C:2]1[CH:7]=[CH:6][CH:5]=[CH:4][C:3]=1[S:8]([NH:11][C:12]1[CH:21]=[CH:20][C:19]2[CH2:18][CH2:17][C:16]([CH3:23])([CH3:22])[C:15](=O)[C:14]=2[C:13]=1[C:25]([O:27][CH3:28])=[O:26])(=[O:10])=[O:9], predict the reaction product. The product is: [F:1][C:2]1[CH:7]=[CH:6][CH:5]=[CH:4][C:3]=1[S:8]([NH:11][C:12]1[CH:21]=[CH:20][C:19]2[CH2:18][CH2:17][C:16]([CH3:22])([CH3:23])[CH2:15][C:14]=2[C:13]=1[C:25]([O:27][CH3:28])=[O:26])(=[O:10])=[O:9]. (2) Given the reactants [F:1][C:2]1([F:46])[C:10]2[C:5](=[CH:6][CH:7]=[CH:8][CH:9]=2)[N:4]([CH2:11][CH2:12][CH2:13][N:14]2[CH2:44][CH2:43][C:17]3([N:21]([C:22]4[CH:27]=[CH:26][CH:25]=[CH:24][CH:23]=4)[CH2:20][N:19]([CH2:28][C:29]4[CH:30]=[C:31]([CH:39]=[CH:40][CH:41]=4)[C:32]([O:34]C(C)(C)C)=[O:33])[C:18]3=[O:42])[CH2:16][CH2:15]2)[C:3]1=[O:45], predict the reaction product. The product is: [F:46][C:2]1([F:1])[C:10]2[C:5](=[CH:6][CH:7]=[CH:8][CH:9]=2)[N:4]([CH2:11][CH2:12][CH2:13][N:14]2[CH2:15][CH2:16][C:17]3([N:21]([C:22]4[CH:23]=[CH:24][CH:25]=[CH:26][CH:27]=4)[CH2:20][N:19]([CH2:28][C:29]4[CH:30]=[C:31]([CH:39]=[CH:40][CH:41]=4)[C:32]([OH:34])=[O:33])[C:18]3=[O:42])[CH2:43][CH2:44]2)[C:3]1=[O:45]. (3) Given the reactants [Cl:1][C:2]1[CH:3]=[CH:4][C:5]([CH3:26])=[C:6]([C@H:8]([O:22][CH2:23][CH2:24][OH:25])[C@@H:9]2[CH2:14][CH2:13][CH2:12][N:11]([C:15]([O:17][C:18]([CH3:21])([CH3:20])[CH3:19])=[O:16])[CH2:10]2)[CH:7]=1.CCN(CC)CC.[CH3:34][S:35](Cl)(=[O:37])=[O:36], predict the reaction product. The product is: [Cl:1][C:2]1[CH:3]=[CH:4][C:5]([CH3:26])=[C:6]([C@H:8]([O:22][CH2:23][CH2:24][O:25][S:35]([CH3:34])(=[O:37])=[O:36])[C@@H:9]2[CH2:14][CH2:13][CH2:12][N:11]([C:15]([O:17][C:18]([CH3:20])([CH3:21])[CH3:19])=[O:16])[CH2:10]2)[CH:7]=1. (4) Given the reactants C(OC([N:11]1[CH2:16][CH2:15][CH:14]([N:17]2[C:21]([CH:22]3[CH2:24][CH2:23]3)=[C:20]([C:25]([O:27][CH3:28])=[O:26])[CH:19]=[N:18]2)[CH2:13][CH2:12]1)=O)C1C=CC=CC=1, predict the reaction product. The product is: [CH:22]1([C:21]2[N:17]([CH:14]3[CH2:13][CH2:12][NH:11][CH2:16][CH2:15]3)[N:18]=[CH:19][C:20]=2[C:25]([O:27][CH3:28])=[O:26])[CH2:23][CH2:24]1. (5) Given the reactants [OH:1][C:2]([C:4]([F:7])([F:6])[F:5])=[O:3].[O:8]=[S:9]1(=[O:58])[CH2:14][CH2:13][N:12]([CH2:15][CH2:16][NH:17][C@:18]23[CH2:53][CH2:52][C@@H:51]([CH:54]([NH:56][CH3:57])[CH3:55])[C@@H:19]2[C@@H:20]2[C@@:33]([CH3:36])([CH2:34][CH2:35]3)[C@@:32]3([CH3:37])[C@@H:23]([C@:24]4([CH3:50])[C@@H:29]([CH2:30][CH2:31]3)[C:28]([CH3:39])([CH3:38])[C:27]([C:40]3[CH:49]=[CH:48][C:43]([C:44]([O:46]C)=[O:45])=[CH:42][CH:41]=3)=[CH:26][CH2:25]4)[CH2:22][CH2:21]2)[CH2:11][CH2:10]1.O.[OH-].[Li+].O1CCCC1, predict the reaction product. The product is: [O:58]=[S:9]1(=[O:8])[CH2:14][CH2:13][N:12]([CH2:15][CH2:16][NH:17][C@:18]23[CH2:53][CH2:52][C@@H:51]([CH:54]([NH:56][CH3:57])[CH3:55])[C@@H:19]2[C@@H:20]2[C@@:33]([CH3:36])([CH2:34][CH2:35]3)[C@@:32]3([CH3:37])[C@@H:23]([C@:24]4([CH3:50])[C@@H:29]([CH2:30][CH2:31]3)[C:28]([CH3:38])([CH3:39])[C:27]([C:40]3[CH:49]=[CH:48][C:43]([C:44]([OH:46])=[O:45])=[CH:42][CH:41]=3)=[CH:26][CH2:25]4)[CH2:22][CH2:21]2)[CH2:11][CH2:10]1.[C:2]([OH:3])([C:4]([F:7])([F:6])[F:5])=[O:1]. (6) Given the reactants [N+:1]([C:4]1[CH:9]=[CH:8][CH:7]=[CH:6][C:5]=1[C:10]1[N:11]=[C:12]2[CH:17]=[CH:16][CH:15]=[CH:14][N:13]2[CH:18]=1)([O-])=O.C(O)C.Cl, predict the reaction product. The product is: [N:11]1[C:10]([C:5]2[CH:6]=[CH:7][CH:8]=[CH:9][C:4]=2[NH2:1])=[CH:18][N:13]2[CH2:14][CH2:15][CH2:16][CH2:17][C:12]=12. (7) Given the reactants [Br:1][C:2]1[CH:3]=[C:4]([C:8]23[CH2:17][CH2:16][O:15][CH2:14][CH:13]2[CH2:12][S:11][C:10]([NH2:18])=[N:9]3)[CH:5]=[CH:6][CH:7]=1.[C:19]([O:23][C:24](O[C:24]([O:23][C:19]([CH3:22])([CH3:21])[CH3:20])=[O:25])=[O:25])([CH3:22])([CH3:21])[CH3:20].O, predict the reaction product. The product is: [Br:1][C:2]1[CH:3]=[C:4]([C:8]23[CH2:17][CH2:16][O:15][CH2:14][CH:13]2[CH2:12][S:11][C:10]([NH:18][C:24](=[O:25])[O:23][C:19]([CH3:22])([CH3:21])[CH3:20])=[N:9]3)[CH:5]=[CH:6][CH:7]=1. (8) Given the reactants [C:1]1([C:19]2[CH:24]=[CH:23][CH:22]=[CH:21][CH:20]=2)[CH:6]=[CH:5][CH:4]=[C:3]([NH:7][CH2:8][CH2:9][C:10]([N:12]2[CH2:17][CH2:16][CH2:15][CH2:14][CH:13]2[CH3:18])=O)[CH:2]=1.[H-].[Al+3].[Li+].[H-].[H-].[H-], predict the reaction product. The product is: [C:1]1([C:19]2[CH:20]=[CH:21][CH:22]=[CH:23][CH:24]=2)[CH:6]=[CH:5][CH:4]=[C:3]([NH:7][CH2:8][CH2:9][CH2:10][N:12]2[CH2:17][CH2:16][CH2:15][CH2:14][CH:13]2[CH3:18])[CH:2]=1. (9) Given the reactants [CH2:1]([N:8]1[C:20]2[C:19]3[N:18]=[CH:17][CH:16]=[CH:15][C:14]=3[N:13]=[C:12]([NH2:21])[C:11]=2[N:10]=[C:9]1[O:22]CC)[C:2]1[CH:7]=[CH:6][CH:5]=[CH:4][CH:3]=1.B(Br)(Br)Br, predict the reaction product. The product is: [NH2:21][C:12]1[C:11]2[N:10]=[C:9]([OH:22])[N:8]([CH2:1][C:2]3[CH:3]=[CH:4][CH:5]=[CH:6][CH:7]=3)[C:20]=2[C:19]2[N:18]=[CH:17][CH:16]=[CH:15][C:14]=2[N:13]=1. (10) Given the reactants [CH3:1][O:2][C:3](=[O:20])[C:4]1[CH:9]=[CH:8][C:7]([CH3:10])=[C:6]([N:11]2[C:16](=[O:17])[CH:15]=[C:14]([OH:18])[N:13]=[C:12]2[CH3:19])[CH:5]=1.Br[CH2:22][C:23]1[CH:28]=[CH:27][CH:26]=[C:25]([CH3:29])[N:24]=1.C(=O)([O-])[O-].[K+].[K+].C1OCCOCCOCCOCCOCCOC1, predict the reaction product. The product is: [CH3:1][O:2][C:3](=[O:20])[C:4]1[CH:9]=[CH:8][C:7]([CH3:10])=[C:6]([N:11]2[C:16](=[O:17])[CH:15]=[C:14]([O:18][CH2:22][C:23]3[CH:28]=[CH:27][CH:26]=[C:25]([CH3:29])[N:24]=3)[N:13]=[C:12]2[CH3:19])[CH:5]=1.